This data is from Catalyst prediction with 721,799 reactions and 888 catalyst types from USPTO. The task is: Predict which catalyst facilitates the given reaction. (1) Reactant: Cl[C:2]1[N:7]=[CH:6][N:5]=[C:4]([NH:8][C:9]2[CH:10]=[C:11]3[C:15](=[CH:16][CH:17]=2)[NH:14][N:13]=[CH:12]3)[CH:3]=1.Cl.[CH3:19][O:20][C:21]1[CH:22]=[C:23]2[C:27](=[CH:28][CH:29]=1)[CH2:26][NH:25][CH2:24]2.[C:30]([O-])([O-])=O.[K+].[K+]. Product: [CH3:19][O:20][C:21]1[CH:22]=[C:23]2[C:27](=[CH:28][CH:29]=1)[CH2:26][N:25]([C:2]1[N:7]=[C:6]([CH3:30])[N:5]=[C:4]([NH:8][C:9]3[CH:10]=[C:11]4[C:15](=[CH:16][CH:17]=3)[NH:14][N:13]=[CH:12]4)[CH:3]=1)[CH2:24]2. The catalyst class is: 18. (2) Reactant: [Cl:1][C:2]1[CH:7]=[CH:6][C:5]([S:8]([N:11]2[CH:16]3[CH2:17][CH:18]([C:20]4[O:24][N:23]=[C:22]([CH3:25])[N:21]=4)[CH2:19][CH:12]2[CH2:13][C:14](=[O:26])[CH2:15]3)(=[O:10])=[O:9])=[CH:4][CH:3]=1.[CH:27](OCC)=[O:28].[O-]CC.[Na+]. Product: [Cl:1][C:2]1[CH:3]=[CH:4][C:5]([S:8]([N:11]2[CH:12]3[CH2:19][CH:18]([C:20]4[O:24][N:23]=[C:22]([CH3:25])[N:21]=4)[CH2:17][CH:16]2[C:15](=[CH:27][OH:28])[C:14](=[O:26])[CH2:13]3)(=[O:9])=[O:10])=[CH:6][CH:7]=1. The catalyst class is: 242. (3) Reactant: O[Li].O.O.[Br:5][C:6]1[CH:7]=[C:8]2[C:13](=[CH:14][CH:15]=1)[C:12]([CH2:16][N:17]1[C:23](=[O:24])[C@@H:22]([NH:25][C:26](=[O:38])[C@@H:27]([N:29]([C:31]([O:33][C:34]([CH3:37])([CH3:36])[CH3:35])=[O:32])[CH3:30])[CH3:28])[CH2:21][O:20][C:19]3[C:39]([C:43]([O:45]C)=[O:44])=[CH:40][CH:41]=[CH:42][C:18]1=3)=[C:11]([O:47][CH3:48])[CH:10]=[CH:9]2. Product: [Br:5][C:6]1[CH:7]=[C:8]2[C:13](=[CH:14][CH:15]=1)[C:12]([CH2:16][N:17]1[C:23](=[O:24])[C@@H:22]([NH:25][C:26](=[O:38])[C@@H:27]([N:29]([C:31]([O:33][C:34]([CH3:37])([CH3:35])[CH3:36])=[O:32])[CH3:30])[CH3:28])[CH2:21][O:20][C:19]3[C:39]([C:43]([OH:45])=[O:44])=[CH:40][CH:41]=[CH:42][C:18]1=3)=[C:11]([O:47][CH3:48])[CH:10]=[CH:9]2. The catalyst class is: 5.